Dataset: HIV replication inhibition screening data with 41,000+ compounds from the AIDS Antiviral Screen. Task: Binary Classification. Given a drug SMILES string, predict its activity (active/inactive) in a high-throughput screening assay against a specified biological target. (1) The molecule is NC(CCCNCc1ccccc1O)C(=O)O. The result is 0 (inactive). (2) The compound is Cc1ccc(N=Nc2c(-c3ccccc3)nn(C(=O)CC(=O)Nc3ccc(Cl)cc3)c2-c2ccccc2)cc1. The result is 0 (inactive). (3) The drug is COc1ccc(C(=O)c2ccc(OC)c(S(=O)(=O)N(C)C=O)c2)cc1S(=O)(=O)N(C)C=O. The result is 0 (inactive). (4) The molecule is CC1C(C)(C)C23CC12C1(OCCO1)C3Br. The result is 0 (inactive). (5) The molecule is COc1cc(C2C=C(c3ccccc3)Oc3cc4c(cc32)OCO4)cc(OC)c1OC. The result is 0 (inactive). (6) The molecule is CC(=O)OC1(C(C)=O)CC2(c3ccccc3)OC1(c1ccccc1)c1ccccc12. The result is 0 (inactive). (7) The drug is Sc1nc(Nc2ccccc2)c2c3c(sc2n1)CCCC3. The result is 0 (inactive).